This data is from Forward reaction prediction with 1.9M reactions from USPTO patents (1976-2016). The task is: Predict the product of the given reaction. (1) Given the reactants [Cl:1][C:2]1[C:7]2[CH:8]=[N:9][NH:10][C:6]=2[CH:5]=[C:4]([Cl:11])[N:3]=1.[I:12]I.[OH-].[K+], predict the reaction product. The product is: [Cl:1][C:2]1[C:7]2[C:8]([I:12])=[N:9][NH:10][C:6]=2[CH:5]=[C:4]([Cl:11])[N:3]=1. (2) Given the reactants [C:1]([O:5][C:6]([N:8]1[CH2:12][C@H:11]2[CH2:13][N:14]([C:16]3[CH:17]=[N:18][CH:19]=[C:20]([CH:24]=3)[C:21]([OH:23])=O)[CH2:15][C@H:10]2[CH2:9]1)=[O:7])([CH3:4])([CH3:3])[CH3:2].[C:25]1([C@@H:31]([NH2:33])[CH3:32])[CH:30]=[CH:29][CH:28]=[CH:27][CH:26]=1, predict the reaction product. The product is: [C:25]1([C@@H:31]([NH:33][C:21]([C:20]2[CH:24]=[C:16]([N:14]3[CH2:13][C@@H:11]4[CH2:12][N:8]([C:6]([O:5][C:1]([CH3:2])([CH3:3])[CH3:4])=[O:7])[CH2:9][C@@H:10]4[CH2:15]3)[CH:17]=[N:18][CH:19]=2)=[O:23])[CH3:32])[CH:30]=[CH:29][CH:28]=[CH:27][CH:26]=1. (3) Given the reactants Cl.[NH2:2][CH:3]1[CH2:9][CH:8]2[N:10]([C:11]3[C:20]4[C:15](=[CH:16][CH:17]=[CH:18][CH:19]=4)[C:14]([C:21]#[N:22])=[CH:13][CH:12]=3)[CH:5]([CH2:6][CH2:7]2)[CH2:4]1.[Cl:23][CH2:24][CH2:25][C:26](Cl)=[O:27].CCN(C(C)C)C(C)C, predict the reaction product. The product is: [Cl:23][CH2:24][CH2:25][C:26]([NH:2][CH:3]1[CH2:4][CH:5]2[N:10]([C:11]3[C:20]4[C:15](=[CH:16][CH:17]=[CH:18][CH:19]=4)[C:14]([C:21]#[N:22])=[CH:13][CH:12]=3)[CH:8]([CH2:7][CH2:6]2)[CH2:9]1)=[O:27]. (4) Given the reactants C[O:2][C:3](=[O:48])[C:4]1[CH:9]=[C:8]([O:10][C:11]2[CH:16]=[CH:15][C:14]([NH:17][S:18]([C:21]3[CH:26]=[CH:25][C:24]([CH3:27])=[CH:23][CH:22]=3)(=[O:20])=[O:19])=[C:13]([C:28](C)(C)[O:29][SiH2]C(C)(C)C)[CH:12]=2)[CH:7]=[CH:6][C:5]=1[NH:37][S:38]([C:41]1[CH:46]=[CH:45][C:44]([CH3:47])=[CH:43][CH:42]=1)(=[O:40])=[O:39].[OH-].[Li+].Cl, predict the reaction product. The product is: [OH:29][CH:28]=[C:13]1[C:14]([NH:17][S:18]([C:21]2[CH:26]=[CH:25][C:24]([CH3:27])=[CH:23][CH:22]=2)(=[O:19])=[O:20])=[CH:15][CH:16]=[C:11]([O:10][C:8]2[CH:7]=[CH:6][C:5]([NH:37][S:38]([C:41]3[CH:42]=[CH:43][C:44]([CH3:47])=[CH:45][CH:46]=3)(=[O:39])=[O:40])=[C:4]([CH:9]=2)[C:3]([OH:48])=[O:2])[CH2:12]1.